From a dataset of Full USPTO retrosynthesis dataset with 1.9M reactions from patents (1976-2016). Predict the reactants needed to synthesize the given product. (1) The reactants are: C[O:2][C:3]1[N:8]=[CH:7][C:6]([C@H:9]2[CH2:13][CH2:12][C:11](=[O:14])[CH2:10]2)=[CH:5][CH:4]=1.[Na+].[I-].Cl[Si](C)(C)C.OS([O-])=O.[Na+]. Given the product [O:14]=[C:11]1[CH2:12][CH2:13][C@H:9]([C:6]2[CH:5]=[CH:4][C:3](=[O:2])[NH:8][CH:7]=2)[CH2:10]1, predict the reactants needed to synthesize it. (2) Given the product [CH3:22][O:21][CH2:20][C:7]1[N:6]([CH2:5][CH2:4][CH2:3][CH2:2][NH:1][CH2:29][C:25]2[CH:24]=[N:23][CH:28]=[CH:27][CH:26]=2)[C:18]2[C:17]3[CH:16]=[CH:15][CH:14]=[CH:13][C:12]=3[N:11]=[C:10]([NH2:19])[C:9]=2[N:8]=1, predict the reactants needed to synthesize it. The reactants are: [NH2:1][CH2:2][CH2:3][CH2:4][CH2:5][N:6]1[C:18]2[C:17]3[CH:16]=[CH:15][CH:14]=[CH:13][C:12]=3[N:11]=[C:10]([NH2:19])[C:9]=2[N:8]=[C:7]1[CH2:20][O:21][CH3:22].[N:23]1[CH:28]=[CH:27][CH:26]=[C:25]([CH:29]=O)[CH:24]=1.C([BH3-])#N.[Na+].C(=O)(O)[O-].[Na+]. (3) Given the product [CH2:1]([O:8][CH2:9][N:10]1[C:14]([N:29]([CH2:28][C:27]2[CH:38]=[C:23]([O:22][CH2:20][CH3:21])[CH:24]=[C:25]([O:40][CH:41]([CH3:43])[CH3:42])[C:26]=2[F:39])[C:30]2[CH:37]=[CH:36][C:33]([C:34]#[N:35])=[CH:32][CH:31]=2)=[N:13][N:12]=[N:11]1)[C:2]1[CH:3]=[CH:4][CH:5]=[CH:6][CH:7]=1, predict the reactants needed to synthesize it. The reactants are: [CH2:1]([O:8][CH2:9][N:10]1[CH:14]=[N:13][N:12]=[N:11]1)[C:2]1[CH:7]=[CH:6][CH:5]=[CH:4][CH:3]=1.[Li]CCCC.[CH2:20]([O:22][C:23]1[CH:24]=[C:25]([O:40][CH:41]([CH3:43])[CH3:42])[C:26]([F:39])=[C:27]([CH:38]=1)/[CH:28]=[N:29]/[C:30]1[CH:37]=[CH:36][C:33]([C:34]#[N:35])=[CH:32][CH:31]=1)[CH3:21].